From a dataset of Catalyst prediction with 721,799 reactions and 888 catalyst types from USPTO. Predict which catalyst facilitates the given reaction. (1) Reactant: [CH3:1][O:2][C:3]([C:5]1[N:6]=[C:7](I)[C:8]2[C:13]([C:14]=1[OH:15])=[CH:12][CH:11]=[C:10]([O:16][C:17]1[CH:22]=[CH:21][CH:20]=[CH:19][C:18]=1[CH2:23][CH3:24])[CH:9]=2)=[O:4].[Cu](C#N)[C:27]#[N:28].ClCCl. Product: [CH3:1][O:2][C:3]([C:5]1[N:6]=[C:7]([C:27]#[N:28])[C:8]2[C:13]([C:14]=1[OH:15])=[CH:12][CH:11]=[C:10]([O:16][C:17]1[CH:22]=[CH:21][CH:20]=[CH:19][C:18]=1[CH2:23][CH3:24])[CH:9]=2)=[O:4]. The catalyst class is: 9. (2) Reactant: [Cl:1][C:2]1[CH:44]=[CH:43][CH:42]=[CH:41][C:3]=1[O:4][C:5]1[CH:6]=[C:7]([N:26]([CH2:34][CH:35]2[CH2:40][CH2:39][O:38][CH2:37][CH2:36]2)C(=O)OC(C)(C)C)[C:8]2[N:9]([C:11]([C:14]3[CH:19]=[CH:18][C:17]([C:20](=[O:25])[NH:21][CH:22]4[CH2:24][CH2:23]4)=[CH:16][CH:15]=3)=[CH:12][N:13]=2)[N:10]=1.[I-].[K+].Cl[Si](C)(C)C.O.C(=O)(O)[O-].[Na+]. Product: [Cl:1][C:2]1[CH:44]=[CH:43][CH:42]=[CH:41][C:3]=1[O:4][C:5]1[CH:6]=[C:7]([NH:26][CH2:34][CH:35]2[CH2:36][CH2:37][O:38][CH2:39][CH2:40]2)[C:8]2[N:9]([C:11]([C:14]3[CH:15]=[CH:16][C:17]([C:20]([NH:21][CH:22]4[CH2:23][CH2:24]4)=[O:25])=[CH:18][CH:19]=3)=[CH:12][N:13]=2)[N:10]=1. The catalyst class is: 10.